Dataset: Full USPTO retrosynthesis dataset with 1.9M reactions from patents (1976-2016). Task: Predict the reactants needed to synthesize the given product. (1) Given the product [CH2:22]([O:24][C:25]1[CH:30]=[CH:29][C:28]([O:31][CH3:32])=[CH:27][C:26]=1[C:33]1([N:45]2[CH2:48][C:47]3([CH2:51][N:50]([CH:52]4[CH2:53][CH2:54][N:55]([CH:2]5[CH2:3][O:5][CH2:9]5)[CH2:56][CH2:57]4)[CH2:49]3)[CH2:46]2)[C:41]2[C:36](=[CH:37][CH:38]=[C:39]([C:42]#[N:43])[CH:40]=2)[NH:35][C:34]1=[O:44])[CH3:23], predict the reactants needed to synthesize it. The reactants are: F[C:2](F)(F)[C:3]([OH:5])=O.F[C:9](F)(F)C(O)=O.FC(F)(F)C(O)=O.[CH2:22]([O:24][C:25]1[CH:30]=[CH:29][C:28]([O:31][CH3:32])=[CH:27][C:26]=1[C:33]1([N:45]2[CH2:48][C:47]3([CH2:51][N:50]([CH:52]4[CH2:57][CH2:56][NH:55][CH2:54][CH2:53]4)[CH2:49]3)[CH2:46]2)[C:41]2[C:36](=[CH:37][CH:38]=[C:39]([C:42]#[N:43])[CH:40]=2)[NH:35][C:34]1=[O:44])[CH3:23].C([O-])(=O)C.[Na+].O1CC(=O)C1.[BH3-]C#N.[Na+].C([O-])([O-])=O.[K+].[K+]. (2) The reactants are: [F:1][C:2]1[CH:3]=[C:4]([CH2:8][CH2:9][C:10]([NH:12][NH:13][C:14]([C:16]2[CH:21]=[CH:20][N:19]=[C:18]([NH:22][C:23](=[O:29])[O:24][C:25]([CH3:28])([CH3:27])[CH3:26])[CH:17]=2)=[O:15])=O)[CH:5]=[CH:6][CH:7]=1.C1(C)C=CC(S(Cl)(=O)=O)=CC=1.C(N(CC)CC)C. Given the product [F:1][C:2]1[CH:3]=[C:4]([CH2:8][CH2:9][C:10]2[O:15][C:14]([C:16]3[CH:21]=[CH:20][N:19]=[C:18]([NH:22][C:23](=[O:29])[O:24][C:25]([CH3:28])([CH3:27])[CH3:26])[CH:17]=3)=[N:13][N:12]=2)[CH:5]=[CH:6][CH:7]=1, predict the reactants needed to synthesize it. (3) Given the product [C:37]([O:41][C:42]([N:44]1[CH2:49][CH:48]2[CH2:68][CH:45]1[CH2:46][CH2:47]2)=[O:43])([CH3:40])([CH3:38])[CH3:39], predict the reactants needed to synthesize it. The reactants are: C(OC(N1C(C2NC(C3C=CC4C5C=CC(Br)=CC=5OC=4C=3)=CN=2)CC2(CC2)C1)=O)C1C=CC=CC=1.[C:37]([O:41][C:42]([N:44]1[CH:49](C2NC3C=C(B4OC(C)(C)C(C)(C)O4)C=CC=3N=2)[CH:48]2[CH2:68][CH:45]1[CH2:46][CH2:47]2)=[O:43])([CH3:40])([CH3:39])[CH3:38].C(=O)([O-])[O-].[K+].[K+]. (4) Given the product [NH2:25][C:14]1[N:13]=[C:12]([N:8]2[CH2:7][CH2:6][C:5]3[C:10](=[CH:11][C:2]([C:30]4[CH:31]=[CH:32][N:27]([CH3:26])[C:28](=[O:42])[CH:29]=4)=[CH:3][CH:4]=3)[CH2:9]2)[CH:17]=[C:16]([N:18]2[CH2:19][CH2:20][N:21]([CH3:24])[CH2:22][CH2:23]2)[N:15]=1, predict the reactants needed to synthesize it. The reactants are: Br[C:2]1[CH:11]=[C:10]2[C:5]([CH2:6][CH2:7][N:8]([C:12]3[CH:17]=[C:16]([N:18]4[CH2:23][CH2:22][N:21]([CH3:24])[CH2:20][CH2:19]4)[N:15]=[C:14]([NH2:25])[N:13]=3)[CH2:9]2)=[CH:4][CH:3]=1.[CH3:26][N:27]1[CH:32]=[CH:31][C:30](B2OC(C)(C)C(C)(C)O2)=[CH:29][C:28]1=[O:42]. (5) Given the product [CH2:45]([NH:44][C:30]1[CH:31]=[C:32]([C:2]2[C:11]3[C:6](=[C:7]([N:12]4[CH:16]=[C:15]([C:17]5[CH:18]=[N:19][N:20]([CH3:22])[CH:21]=5)[N:14]=[CH:13]4)[CH:8]=[CH:9][CH:10]=3)[N:5]=[C:4]([C:23]([F:26])([F:25])[F:24])[CH:3]=2)[CH:33]=[CH:34][C:29]=1[C:27]([NH2:28])=[O:48])[CH3:46], predict the reactants needed to synthesize it. The reactants are: Cl[C:2]1[C:11]2[C:6](=[C:7]([N:12]3[CH:16]=[C:15]([C:17]4[CH:18]=[N:19][N:20]([CH3:22])[CH:21]=4)[N:14]=[CH:13]3)[CH:8]=[CH:9][CH:10]=2)[N:5]=[C:4]([C:23]([F:26])([F:25])[F:24])[CH:3]=1.[C:27]([C:29]1[CH:34]=[CH:33][C:32](B2OC(C)(C)C(C)(C)O2)=[CH:31][C:30]=1[NH:44][CH2:45][CH3:46])#[N:28].C(=O)([O-])[O-:48].[Na+].[Na+].[OH-].[Na+].OO. (6) Given the product [CH:4]1[C:3]2[C:8](=[CH:9][C:10]3[C:15]([CH:2]=2)=[CH:14][CH:13]=[CH:12][CH:11]=3)[CH:7]=[CH:6][CH:5]=1, predict the reactants needed to synthesize it. The reactants are: Br[C:2]1[C:3]2[C:8]([CH:9]=[C:10]3[C:15]=1[CH:14]=[CH:13][CH:12]=[CH:11]3)=[CH:7][CH:6]=[CH:5][CH:4]=2.BrC1C=CC=CC=1O.